Dataset: Full USPTO retrosynthesis dataset with 1.9M reactions from patents (1976-2016). Task: Predict the reactants needed to synthesize the given product. Given the product [O:38]=[C:39]1[C:47]2[C:42](=[CH:43][C:44]([C:48]3[CH:53]=[CH:52][C:51]([NH:54][C:55]([NH:57][C:58]4[CH:63]=[CH:62][CH:61]=[C:60]([C:64]([F:66])([F:65])[F:67])[CH:59]=4)=[O:56])=[CH:50][CH:49]=3)=[CH:45][CH:46]=2)[CH2:41][N:40]1[C@@H:68]([CH2:73][C:74]1[CH:75]=[CH:76][CH:77]=[CH:78][CH:79]=1)[C:69]([OH:71])=[O:70], predict the reactants needed to synthesize it. The reactants are: CC(C)[C@@H](N1CC2C(=CC=C(C3C=CC(NC(NC4C=CC=C(C(F)(F)F)C=4)=O)=CC=3)C=2)C1=O)C(O)=O.[O:38]=[C:39]1[C:47]2[C:42](=[CH:43][C:44]([C:48]3[CH:53]=[CH:52][C:51]([NH:54][C:55]([NH:57][C:58]4[CH:63]=[CH:62][CH:61]=[C:60]([C:64]([F:67])([F:66])[F:65])[CH:59]=4)=[O:56])=[CH:50][CH:49]=3)=[CH:45][CH:46]=2)[CH2:41][N:40]1[C@@H:68]([CH2:73][C:74]1[CH:79]=[CH:78][CH:77]=[CH:76][CH:75]=1)[C:69]([O:71]C)=[O:70].